This data is from Full USPTO retrosynthesis dataset with 1.9M reactions from patents (1976-2016). The task is: Predict the reactants needed to synthesize the given product. (1) Given the product [Cl:38][C:32]1[CH:33]=[C:34]([Cl:37])[CH:35]=[CH:36][C:31]=1[C:29]1[N:30]=[C:26]([CH2:25][C:24]2[CH:53]=[CH:54][C:21]([C:2]([CH3:1])=[CH:3][CH2:4][CH2:5][CH2:6][CH3:7])=[CH:22][CH:23]=2)[N:27]([C:39]2[CH:40]=[C:41]([N:45]3[S:49](=[O:50])(=[O:51])[NH:48][C:47](=[O:52])[CH2:46]3)[CH:42]=[CH:43][CH:44]=2)[CH:28]=1, predict the reactants needed to synthesize it. The reactants are: [CH3:1][C:2]#[C:3][CH2:4][CH2:5][CH2:6][CH3:7].B1C2CCCC1CCC2.B(O)O.Br[C:21]1[CH:54]=[CH:53][C:24]([CH2:25][C:26]2[N:27]([C:39]3[CH:40]=[C:41]([N:45]4[S:49](=[O:51])(=[O:50])[NH:48][C:47](=[O:52])[CH2:46]4)[CH:42]=[CH:43][CH:44]=3)[CH:28]=[C:29]([C:31]3[CH:36]=[CH:35][C:34]([Cl:37])=[CH:33][C:32]=3[Cl:38])[N:30]=2)=[CH:23][CH:22]=1. (2) Given the product [CH:1]([N:4]([CH3:30])[C:5]1[C:6]([C:19]2[O:20][CH:21]=[C:22]([C:24]3[CH:29]=[CH:28][CH:27]=[CH:26][CH:25]=3)[CH:23]=2)=[N:7][C:8]2[C:13]([N:14]=1)=[CH:12][C:11]([C:15]([OH:17])=[O:16])=[CH:10][CH:9]=2)([CH3:3])[CH3:2], predict the reactants needed to synthesize it. The reactants are: [CH:1]([N:4]([CH3:30])[C:5]1[C:6]([C:19]2[O:20][CH:21]=[C:22]([C:24]3[CH:29]=[CH:28][CH:27]=[CH:26][CH:25]=3)[CH:23]=2)=[N:7][C:8]2[C:13]([N:14]=1)=[CH:12][C:11]([C:15]([O:17]C)=[O:16])=[CH:10][CH:9]=2)([CH3:3])[CH3:2].[OH-].[Na+].O. (3) Given the product [C:1]([O:5][C:6]([N:8]1[CH2:12][C@@H:11]([OH:13])[C@H:10]([NH:22][CH2:15][C:16]2[CH:21]=[CH:20][CH:19]=[CH:18][CH:17]=2)[CH2:9]1)=[O:7])([CH3:4])([CH3:3])[CH3:2], predict the reactants needed to synthesize it. The reactants are: [C:1]([O:5][C:6]([N:8]1[CH2:12][C@@H:11]([OH:13])[C@H:10](Br)[CH2:9]1)=[O:7])([CH3:4])([CH3:3])[CH3:2].[CH2:15]([NH2:22])[C:16]1[CH:21]=[CH:20][CH:19]=[CH:18][CH:17]=1. (4) Given the product [NH2:18][C:15]1[CH:16]=[CH:17][C:12]([C:9]2[N:8]=[C:7]([C:3]3[S:4][CH:5]=[CH:6][C:2]=3[Cl:1])[O:11][N:10]=2)=[CH:13][CH:14]=1, predict the reactants needed to synthesize it. The reactants are: [Cl:1][C:2]1[CH:6]=[CH:5][S:4][C:3]=1[C:7]1[O:11][N:10]=[C:9]([C:12]2[CH:17]=[CH:16][C:15]([N+:18]([O-])=O)=[CH:14][CH:13]=2)[N:8]=1. (5) The reactants are: [NH:1]1[C:5]2=[N:6][CH:7]=[CH:8][CH:9]=[C:4]2[C:3]([CH:10]=[O:11])=[CH:2]1.[H-].[Na+].[S:14](Cl)([C:17]1[CH:23]=[CH:22][C:20]([CH3:21])=[CH:19][CH:18]=1)(=[O:16])=[O:15].O. Given the product [S:14]([N:1]1[C:5]2=[N:6][CH:7]=[CH:8][CH:9]=[C:4]2[C:3]([CH:10]=[O:11])=[CH:2]1)([C:17]1[CH:23]=[CH:22][C:20]([CH3:21])=[CH:19][CH:18]=1)(=[O:16])=[O:15], predict the reactants needed to synthesize it. (6) Given the product [Br:1][C:2]1[CH:3]=[C:4]([O:9][C:11]([F:16])([F:15])[CH:12]([F:14])[F:13])[CH:5]=[C:6]([F:8])[CH:7]=1, predict the reactants needed to synthesize it. The reactants are: [Br:1][C:2]1[CH:3]=[C:4]([OH:9])[CH:5]=[C:6]([F:8])[CH:7]=1.I[C:11]([F:16])([F:15])[CH:12]([F:14])[F:13].C([O-])([O-])=O.[K+].[K+]. (7) Given the product [CH3:1][C@@H:2]1[O:7][C@@H:6]([O:8][C@@H:9]2[C:14]3=[C:15]([OH:32])[C:16]4[C:28](=[O:29])[C:27]5[C:22](=[CH:23][CH:24]=[CH:25][C:26]=5[O:30][CH3:31])[C:20](=[O:21])[C:17]=4[C:18]([OH:19])=[C:13]3[CH2:12][C@@:11]([OH:37])([C:33]([CH2:35][OH:36])=[O:34])[CH2:10]2)[CH2:5][C@H:4]([NH2:38])[C@@H:3]1[OH:39], predict the reactants needed to synthesize it. The reactants are: [CH3:1][C@@H:2]1[O:7][C@@H:6]([O:8][C@@H:9]2[C:14]3=[C:15]([OH:32])[C:16]4[C:28](=[O:29])[C:27]5[C:22](=[CH:23][CH:24]=[CH:25][C:26]=5[O:30][CH3:31])[C:20](=[O:21])[C:17]=4[C:18]([OH:19])=[C:13]3[CH2:12][C@@:11]([OH:37])([C:33]([CH2:35][OH:36])=[O:34])[CH2:10]2)[CH2:5][C@H:4]([NH2:38])[C@@H:3]1[OH:39].Cl.C(O)[C@H]1O[C@H](O[C@]2(CO)O[C@H](CO)[C@@H](O)[C@@H]2O)[C@H](O)[C@@H](O)[C@@H]1O. (8) Given the product [C:16]([C:6]1[C:5]2[C:9](=[CH:10][C:2]([CH3:1])=[CH:3][N:4]=2)[NH:8][CH:7]=1)#[N:15], predict the reactants needed to synthesize it. The reactants are: [CH3:1][C:2]1[CH:10]=[C:9]2[C:5]([CH:6]=[CH:7][NH:8]2)=[N:4][CH:3]=1.ClS([N:15]=[C:16]=O)(=O)=O.CN(C=O)C. (9) Given the product [C:1]1([CH3:60])[CH:2]=[CH:3][C:4]([S:7]([N:10]2[CH2:23][CH2:22][CH2:21][CH2:20][NH:19][CH2:18][CH2:17][N:16]([S:43]([C:46]3[CH:51]=[CH:50][C:49]([CH3:52])=[CH:48][CH:47]=3)(=[O:44])=[O:45])[CH2:15][CH2:14][NH:13][CH2:12][CH2:11]2)(=[O:9])=[O:8])=[CH:5][CH:6]=1, predict the reactants needed to synthesize it. The reactants are: [C:1]1([CH3:60])[CH:6]=[CH:5][C:4]([S:7]([N:10]2[CH2:23][CH2:22][CH2:21][CH2:20][N:19](C(C3C=CC=CC=3)(C3C=CC=CC=3)C3C=CC=CC=3)[CH2:18][CH2:17][N:16]([S:43]([C:46]3[CH:51]=[CH:50][C:49]([CH3:52])=[CH:48][CH:47]=3)(=[O:45])=[O:44])[CH2:15][CH2:14][N:13](CC3C=CC=CC=3)[CH2:12][CH2:11]2)(=[O:9])=[O:8])=[CH:3][CH:2]=1. (10) Given the product [CH2:5]([S:7][C:8]1[CH:14]=[CH:13][C:12]([F:15])=[CH:11][C:9]=1[NH:10][NH2:1])[CH3:6], predict the reactants needed to synthesize it. The reactants are: [N:1]([O-])=O.[Na+].[CH2:5]([S:7][C:8]1[CH:14]=[CH:13][C:12]([F:15])=[CH:11][C:9]=1[NH2:10])[CH3:6].[OH-].[Na+].